Dataset: Reaction yield outcomes from USPTO patents with 853,638 reactions. Task: Predict the reaction yield, written as a fraction of the theoretical maximum amount of product (1.0 means a 100% yield; for example, 0.34 means a 34% yield). (1) The reactants are [C:1]([CH:5]([CH2:11][C:12]1[CH:17]=[CH:16][C:15]([O:18][CH3:19])=[CH:14][C:13]=1[CH2:20][NH2:21])[CH2:6][C:7]([O:9][CH3:10])=[O:8])(OC)=[O:2].C(N(CC)CC)C. The catalyst is C1(C)C=CC=CC=1. The product is [CH3:19][O:18][C:15]1[CH:16]=[CH:17][C:12]2[CH2:11][CH:5]([CH2:6][C:7]([O:9][CH3:10])=[O:8])[C:1](=[O:2])[NH:21][CH2:20][C:13]=2[CH:14]=1. The yield is 0.760. (2) The reactants are [F:1][C:2]1([F:15])[CH2:4][CH:3]1[C:5]1[N:10]=[C:9]([S:11][CH3:12])[CH:8]=[C:7](SC)[N:6]=1.[F:16][CH:17]([F:35])[O:18][C:19]1[C:20]([NH2:34])=[N:21][CH:22]=[C:23](B2OC(C)(C)C(C)(C)O2)[CH:24]=1.C(=O)([O-])[O-].[Cs+].[Cs+]. The catalyst is [Pd](Cl)Cl.C1(P(C2C=CC=CC=2)[C-]2C=CC=C2)C=CC=CC=1.[C-]1(P(C2C=CC=CC=2)C2C=CC=CC=2)C=CC=C1.[Fe+2].O1CCOCC1.O. The product is [F:15][C:2]1([F:1])[CH2:4][CH:3]1[C:5]1[N:6]=[C:7]([C:23]2[CH:24]=[C:19]([O:18][CH:17]([F:35])[F:16])[C:20]([NH2:34])=[N:21][CH:22]=2)[CH:8]=[C:9]([S:11][CH3:12])[N:10]=1. The yield is 0.0950. (3) The product is [CH3:1][O:2][C:3](=[O:15])[C:4]1[CH:9]=[CH:8][C:7]([C:10]([F:13])([F:12])[F:11])=[CH:6][C:5]=1[CH:17]1[CH2:22][CH2:21][CH2:20][CH2:19][CH2:18]1. The yield is 0.680. The catalyst is C1COCC1.C1C=CC(P(C2C=CC=CC=2)[C-]2C=CC=C2)=CC=1.C1C=CC(P(C2C=CC=CC=2)[C-]2C=CC=C2)=CC=1.Cl[Pd]Cl.[Fe+2].[Cu]I. The reactants are [CH3:1][O:2][C:3](=[O:15])[C:4]1[CH:9]=[CH:8][C:7]([C:10]([F:13])([F:12])[F:11])=[CH:6][C:5]=1I.[Br-].[CH:17]1([Zn+])[CH2:22][CH2:21][CH2:20][CH2:19][CH2:18]1.